Dataset: Full USPTO retrosynthesis dataset with 1.9M reactions from patents (1976-2016). Task: Predict the reactants needed to synthesize the given product. (1) Given the product [C:13]([NH:18][C:1](=[O:12])/[CH:2]=[CH:3]/[CH2:4][CH2:5][CH2:6][CH2:7][CH2:8][CH2:9][CH3:10])([CH2:16][CH3:17])([CH3:15])[CH3:14], predict the reactants needed to synthesize it. The reactants are: [C:1]([OH:12])(=O)/[CH:2]=[CH:3]/[CH2:4][CH2:5][CH2:6][CH2:7][CH2:8][CH2:9][CH3:10].[C:13]([NH2:18])([CH2:16][CH3:17])([CH3:15])[CH3:14]. (2) Given the product [Cl:11][C:8]1[CH:9]=[CH:10][N:5]2[N:4]=[CH:3][C:2]([C:39]3[CH:38]=[CH:37][CH:36]=[C:35]([Cl:34])[CH:40]=3)=[C:6]2[N:7]=1, predict the reactants needed to synthesize it. The reactants are: Br[C:2]1[CH:3]=[N:4][N:5]2[CH:10]=[CH:9][C:8]([Cl:11])=[N:7][C:6]=12.CC1C=CC=CC=1P(C1C=CC=CC=1C)C1C=CC=CC=1C.[Cl:34][C:35]1[CH:36]=[C:37](B(O)O)[CH:38]=[CH:39][CH:40]=1.C(=O)([O-])O.[Na+]. (3) Given the product [C:19]([C:17]1[CH:18]=[C:13]2[C:12]([C:21](=[O:38])[C:22]3[C:27]([F:28])=[CH:26][CH:25]=[C:24]([NH:29][S:30](=[O:35])(=[O:36])[N:31]([CH2:33][CH3:34])[CH3:32])[C:23]=3[F:37])=[CH:11][NH:10][C:14]2=[N:15][CH:16]=1)#[N:20], predict the reactants needed to synthesize it. The reactants are: C1(S([N:10]2[C:14]3=[N:15][CH:16]=[C:17]([C:19]#[N:20])[CH:18]=[C:13]3[C:12]([C:21](=[O:38])[C:22]3[C:27]([F:28])=[CH:26][CH:25]=[C:24]([NH:29][S:30](=[O:36])(=[O:35])[N:31]([CH2:33][CH3:34])[CH3:32])[C:23]=3[F:37])=[CH:11]2)(=O)=O)C=CC=CC=1.[F-].C([N+](CCCC)(CCCC)CCCC)CCC.[Cl-].N. (4) Given the product [Cl-:28].[CH3:1][O:2][C:3]1[CH:4]([CH2:18][CH2:19][NH3+:20])[CH2:5][C:6](=[O:17])[C:7]=1[C:8]1[C:13]([CH3:14])=[CH:12][C:11]([CH3:15])=[CH:10][C:9]=1[CH3:16], predict the reactants needed to synthesize it. The reactants are: [CH3:1][O:2][C:3]1[CH:4]([CH2:18][CH2:19][NH:20]C(=O)OC(C)(C)C)[CH2:5][C:6](=[O:17])[C:7]=1[C:8]1[C:13]([CH3:14])=[CH:12][C:11]([CH3:15])=[CH:10][C:9]=1[CH3:16].[ClH:28]. (5) Given the product [CH3:8][O:9][C:10]([C:12]12[CH2:17][C:16]([NH:3][C:6]([O:43][C:40]([CH3:42])([CH3:41])[CH3:39])=[O:29])([CH2:19]1)[CH2:15][CH2:14][CH2:13]2)=[O:11], predict the reactants needed to synthesize it. The reactants are: C([N:3]([CH2:6]C)CC)C.[CH3:8][O:9][C:10]([CH2:12][CH2:13][CH2:14][CH2:15][CH:16]([C:19](O)=O)[CH2:17]C)=[O:11].C1C=CC(P(N=[N+]=[N-])(C2C=CC=CC=2)=[O:29])=CC=1.[CH3:39][C:40]([OH:43])([CH3:42])[CH3:41]. (6) Given the product [Cl:8][C:7]1[C:2]([O:29][C:26]2[CH:27]=[C:28]3[C:23](=[CH:24][CH:25]=2)[N:22]=[CH:21][N:20]=[C:19]3[NH:9][C:10]2[CH:14]=[CH:13][N:12]([CH:15]([F:17])[F:16])[N:11]=2)=[N:3][CH:4]=[CH:5][CH:6]=1, predict the reactants needed to synthesize it. The reactants are: Cl[C:2]1[C:7]([Cl:8])=[CH:6][CH:5]=[CH:4][N:3]=1.[NH2:9][C:10]1[CH:14]=[CH:13][N:12]([CH:15]([F:17])[F:16])[N:11]=1.Cl[C:19]1[C:28]2[C:23](=[CH:24][CH:25]=[C:26]([OH:29])[CH:27]=2)[N:22]=[CH:21][N:20]=1. (7) Given the product [CH:1]1([O:6][C:7]2[N:15]([CH2:30][C:31]3[S:32][CH:33]=[C:34]([CH3:36])[N:35]=3)[C:14]3[C:13](=[O:16])[N:12]([CH2:17][CH2:18][CH2:19][O:20][CH:21]4[CH2:26][CH2:25][CH2:24][CH2:23][O:22]4)[C:11](=[O:27])[N:10]([CH3:28])[C:9]=3[N:8]=2)[CH2:2][CH2:3][CH2:4][CH2:5]1, predict the reactants needed to synthesize it. The reactants are: [CH:1]1([O:6][C:7]2[NH:15][C:14]3[C:13](=[O:16])[N:12]([CH2:17][CH2:18][CH2:19][O:20][CH:21]4[CH2:26][CH2:25][CH2:24][CH2:23][O:22]4)[C:11](=[O:27])[N:10]([CH3:28])[C:9]=3[N:8]=2)[CH2:5][CH2:4][CH2:3][CH2:2]1.Cl[CH2:30][C:31]1[S:32][CH:33]=[C:34]([CH3:36])[N:35]=1.C(=O)([O-])[O-].[K+].[K+]. (8) Given the product [Cl:16][C:17]1[N:18]=[N:19][C:13]([CH:14]=[CH2:15])=[CH:12][CH:22]=1, predict the reactants needed to synthesize it. The reactants are: [CH2:12]([Sn]([CH2:12][CH2:13][CH2:14][CH3:15])([CH2:12][CH2:13][CH2:14][CH3:15])C=C)[CH2:13][CH2:14][CH3:15].[Cl:16][C:17]1[N:18]=[N:19]C(Cl)=C[CH:22]=1.[F-].[NH4+].C(OCC)(=O)C.